From a dataset of NCI-60 drug combinations with 297,098 pairs across 59 cell lines. Regression. Given two drug SMILES strings and cell line genomic features, predict the synergy score measuring deviation from expected non-interaction effect. (1) Drug 1: C1=CC(=CC=C1CCC2=CNC3=C2C(=O)NC(=N3)N)C(=O)NC(CCC(=O)O)C(=O)O. Drug 2: COCCOC1=C(C=C2C(=C1)C(=NC=N2)NC3=CC=CC(=C3)C#C)OCCOC.Cl. Cell line: MOLT-4. Synergy scores: CSS=65.2, Synergy_ZIP=0.994, Synergy_Bliss=0.221, Synergy_Loewe=-25.5, Synergy_HSA=-0.379. (2) Cell line: IGROV1. Drug 2: CC(C1=C(C=CC(=C1Cl)F)Cl)OC2=C(N=CC(=C2)C3=CN(N=C3)C4CCNCC4)N. Synergy scores: CSS=4.03, Synergy_ZIP=-0.776, Synergy_Bliss=2.46, Synergy_Loewe=-1.09, Synergy_HSA=1.47. Drug 1: CC1=C(C=C(C=C1)NC2=NC=CC(=N2)N(C)C3=CC4=NN(C(=C4C=C3)C)C)S(=O)(=O)N.Cl. (3) Drug 1: CC1=C(C(=O)C2=C(C1=O)N3CC4C(C3(C2COC(=O)N)OC)N4)N. Drug 2: C1CNP(=O)(OC1)N(CCCl)CCCl. Cell line: MOLT-4. Synergy scores: CSS=43.7, Synergy_ZIP=-2.08, Synergy_Bliss=-3.56, Synergy_Loewe=-56.1, Synergy_HSA=-4.77. (4) Drug 1: CC1C(C(CC(O1)OC2CC(CC3=C2C(=C4C(=C3O)C(=O)C5=C(C4=O)C(=CC=C5)OC)O)(C(=O)C)O)N)O.Cl. Drug 2: CC12CCC3C(C1CCC2O)C(CC4=C3C=CC(=C4)O)CCCCCCCCCS(=O)CCCC(C(F)(F)F)(F)F. Cell line: CAKI-1. Synergy scores: CSS=11.8, Synergy_ZIP=-10.4, Synergy_Bliss=-16.3, Synergy_Loewe=-47.8, Synergy_HSA=-13.5. (5) Drug 1: CNC(=O)C1=CC=CC=C1SC2=CC3=C(C=C2)C(=NN3)C=CC4=CC=CC=N4. Drug 2: CC(CN1CC(=O)NC(=O)C1)N2CC(=O)NC(=O)C2. Cell line: LOX IMVI. Synergy scores: CSS=29.5, Synergy_ZIP=-3.35, Synergy_Bliss=2.28, Synergy_Loewe=4.96, Synergy_HSA=4.54. (6) Drug 1: CC1=CC2C(CCC3(C2CCC3(C(=O)C)OC(=O)C)C)C4(C1=CC(=O)CC4)C. Drug 2: CC1C(C(CC(O1)OC2CC(CC3=C2C(=C4C(=C3O)C(=O)C5=CC=CC=C5C4=O)O)(C(=O)C)O)N)O. Cell line: PC-3. Synergy scores: CSS=50.7, Synergy_ZIP=-1.97, Synergy_Bliss=-0.987, Synergy_Loewe=-0.414, Synergy_HSA=2.40. (7) Drug 1: C1=CC(=C2C(=C1NCCNCCO)C(=O)C3=C(C=CC(=C3C2=O)O)O)NCCNCCO. Drug 2: CC=C1C(=O)NC(C(=O)OC2CC(=O)NC(C(=O)NC(CSSCCC=C2)C(=O)N1)C(C)C)C(C)C. Cell line: DU-145. Synergy scores: CSS=68.5, Synergy_ZIP=-0.424, Synergy_Bliss=0.202, Synergy_Loewe=-0.868, Synergy_HSA=3.48. (8) Drug 1: CN1CCC(CC1)COC2=C(C=C3C(=C2)N=CN=C3NC4=C(C=C(C=C4)Br)F)OC. Drug 2: C1CCC(C(C1)N)N.C(=O)(C(=O)[O-])[O-].[Pt+4]. Cell line: HL-60(TB). Synergy scores: CSS=36.3, Synergy_ZIP=15.4, Synergy_Bliss=11.9, Synergy_Loewe=-18.4, Synergy_HSA=5.80.